Dataset: Forward reaction prediction with 1.9M reactions from USPTO patents (1976-2016). Task: Predict the product of the given reaction. (1) Given the reactants [CH3:1][C:2]1[O:6][N:5]=[C:4]([C:7]2[CH:12]=[CH:11][C:10]([CH3:13])=[C:9]([N+:14]([O-:16])=[O:15])[CH:8]=2)[N:3]=1.[Br:17]N1C(=O)CCC1=O, predict the reaction product. The product is: [Br:17][CH2:13][C:10]1[CH:11]=[CH:12][C:7]([C:4]2[N:3]=[C:2]([CH3:1])[O:6][N:5]=2)=[CH:8][C:9]=1[N+:14]([O-:16])=[O:15]. (2) Given the reactants [CH:1]([Si:5]([CH:9]([CH2:11][CH3:12])[CH3:10])([CH3:8])OC)([CH2:3][CH3:4])[CH3:2].[ClH:13], predict the reaction product. The product is: [CH:1]([Si:5]([CH:9]([CH2:11][CH3:12])[CH3:10])([CH3:8])[Cl:13])([CH2:3][CH3:4])[CH3:2]. (3) Given the reactants [Br:1][C:2]1[N:7]=[C:6]([C@:8]2([CH3:30])[CH2:13][S@:12](=[N:15][CH2:16][CH2:17][CH2:18][OH:19])(=[O:14])[C:11]([CH3:21])([CH3:20])[C:10]([NH:22][C:23](=[O:29])[O:24][C:25]([CH3:28])([CH3:27])[CH3:26])=[N:9]2)[C:5]([F:31])=[C:4]([Si:32]([CH2:37][CH3:38])([CH2:35][CH3:36])[CH2:33][CH3:34])[CH:3]=1.C(N(CC)CC)C.[S:46](Cl)([C:49]1[CH:55]=[CH:54][C:52]([CH3:53])=[CH:51][CH:50]=1)(=[O:48])=[O:47].[Cl-].[NH4+], predict the reaction product. The product is: [CH3:53][C:52]1[CH:54]=[CH:55][C:49]([S:46]([O:19][CH2:18][CH2:17][CH2:16][N:15]=[S@@:12]2(=[O:14])[C:11]([CH3:20])([CH3:21])[C:10]([NH:22][C:23]([O:24][C:25]([CH3:28])([CH3:26])[CH3:27])=[O:29])=[N:9][C@@:8]([C:6]3[C:5]([F:31])=[C:4]([Si:32]([CH2:37][CH3:38])([CH2:35][CH3:36])[CH2:33][CH3:34])[CH:3]=[C:2]([Br:1])[N:7]=3)([CH3:30])[CH2:13]2)(=[O:48])=[O:47])=[CH:50][CH:51]=1. (4) Given the reactants [F:1][C:2]1[CH:3]=[C:4]([CH:8]2[O:13][CH:12](O)[CH:11]([CH2:15][CH2:16][CH3:17])[CH2:10][CH2:9]2)[CH:5]=[CH:6][CH:7]=1.O=P12OP3(OP(OP(O3)(O1)=O)(=O)O2)=O.C(=O)(O)[O-].[Na+], predict the reaction product. The product is: [F:1][C:2]1[CH:3]=[C:4]([CH:8]2[CH2:9][CH2:10][C:11]([CH2:15][CH2:16][CH3:17])=[CH:12][O:13]2)[CH:5]=[CH:6][CH:7]=1.